This data is from Reaction yield outcomes from USPTO patents with 853,638 reactions. The task is: Predict the reaction yield, written as a fraction of the theoretical maximum amount of product (1.0 means a 100% yield; for example, 0.34 means a 34% yield). (1) The reactants are [Br:1][C:2]1[CH:9]=[CH:8][C:5]([CH:6]=O)=[CH:4][CH:3]=1.[CH3:10][C@H:11]1[O:16][C@@H:15]([CH3:17])[CH2:14][NH:13][CH2:12]1.[BH-](OC(C)=O)(OC(C)=O)OC(C)=O.[Na+].CC(O)=O. The catalyst is ClCCCl. The product is [Br:1][C:2]1[CH:9]=[CH:8][C:5]([CH2:6][N:13]2[CH2:12][C@H:11]([CH3:10])[O:16][C@H:15]([CH3:17])[CH2:14]2)=[CH:4][CH:3]=1. The yield is 1.00. (2) The reactants are [BH4-].[Na+].[CH3:3][O:4][CH:5]([O:22][CH3:23])[C:6]1[C:13]([O:14][CH2:15][O:16][CH3:17])=[C:12]([C:18]([F:21])([F:20])[F:19])[CH:11]=[CH:10][C:7]=1[CH:8]=[O:9].O. The catalyst is O1CCCC1CO. The product is [CH3:23][O:22][CH:5]([O:4][CH3:3])[C:6]1[C:13]([O:14][CH2:15][O:16][CH3:17])=[C:12]([C:18]([F:19])([F:20])[F:21])[CH:11]=[CH:10][C:7]=1[CH2:8][OH:9]. The yield is 0.520. (3) The reactants are F[C:2]1[N:7]=[C:6]([C:8]2[C:9](=[O:31])[O:10][C:11]3[C:16]([CH:17]=2)=[CH:15][CH:14]=[C:13]([N:18]2[CH2:23][CH2:22][N:21]([C:24]([O:26][C:27]([CH3:30])([CH3:29])[CH3:28])=[O:25])[CH2:20][CH2:19]2)[CH:12]=3)[CH:5]=[CH:4][CH:3]=1.[NH:32]1[CH2:36][CH2:35][CH2:34][CH2:33]1. The catalyst is O. The product is [O:31]=[C:9]1[C:8]([C:6]2[CH:5]=[CH:4][CH:3]=[C:2]([N:32]3[CH2:36][CH2:35][CH2:34][CH2:33]3)[N:7]=2)=[CH:17][C:16]2[C:11](=[CH:12][C:13]([N:18]3[CH2:23][CH2:22][N:21]([C:24]([O:26][C:27]([CH3:30])([CH3:29])[CH3:28])=[O:25])[CH2:20][CH2:19]3)=[CH:14][CH:15]=2)[O:10]1. The yield is 0.500. (4) The reactants are CO[C:3]([C:5]1[CH:13]=[C:12]2[C:8]([CH:9]=[CH:10][NH:11]2)=[CH:7][CH:6]=1)=[O:4].[CH2:14]([Mg]Br)[CH3:15].[CH2:18]1COC[CH2:19]1. No catalyst specified. The product is [NH:11]1[C:12]2[C:8](=[CH:7][CH:6]=[C:5]([C:3]([OH:4])([CH2:14][CH3:15])[CH2:18][CH3:19])[CH:13]=2)[CH:9]=[CH:10]1. The yield is 0.930. (5) The reactants are [CH3:1][N:2]([CH3:22])[C:3]([C:5]1[NH:9][C:8]([C:10]2[C:11]([CH3:21])=[CH:12][C:13]([CH3:20])=[C:14]([CH:19]=2)[C:15]([O:17]C)=[O:16])=[N:7][CH:6]=1)=[O:4].O1CCCC1. The catalyst is [Li+].[OH-]. The product is [CH3:1][N:2]([CH3:22])[C:3]([C:5]1[NH:9][C:8]([C:10]2[C:11]([CH3:21])=[CH:12][C:13]([CH3:20])=[C:14]([CH:19]=2)[C:15]([OH:17])=[O:16])=[N:7][CH:6]=1)=[O:4]. The yield is 0.530. (6) The reactants are [CH3:1][O:2][C:3](=[O:20])[CH2:4][NH:5][CH2:6][C:7]1[CH:8]=[C:9]([CH:14]=[CH:15][C:16]=1[N+:17]([O-:19])=[O:18])[C:10]([O:12][CH3:13])=[O:11].[C:21](O[C:21]([O:23][C:24]([CH3:27])([CH3:26])[CH3:25])=[O:22])([O:23][C:24]([CH3:27])([CH3:26])[CH3:25])=[O:22]. The catalyst is CN(C)C1C=CN=CC=1.C(Cl)Cl. The product is [C:24]([O:23][C:21]([N:5]([CH2:6][C:7]1[CH:8]=[C:9]([CH:14]=[CH:15][C:16]=1[N+:17]([O-:19])=[O:18])[C:10]([O:12][CH3:13])=[O:11])[CH2:4][C:3]([O:2][CH3:1])=[O:20])=[O:22])([CH3:27])([CH3:26])[CH3:25]. The yield is 0.440. (7) The reactants are [F:1][C:2]1[CH:7]=[C:6](I)[CH:5]=[CH:4][C:3]=1[N:9]1[CH:14]=[C:13]([O:15][CH3:16])[C:12](=[O:17])[C:11]([C:18]2[N:22]([C:23]3[CH:28]=[CH:27][CH:26]=[CH:25][CH:24]=3)[N:21]=[CH:20][CH:19]=2)=[N:10]1.Cl.[F:30][C:31]1([F:38])[C:35]([F:37])([F:36])[CH2:34][NH:33][CH2:32]1.CC1(C)C2C(=C(P(C3C=CC=CC=3)C3C=CC=CC=3)C=CC=2)OC2C(P(C3C=CC=CC=3)C3C=CC=CC=3)=CC=CC1=2.CC([O-])(C)C.[Na+]. The catalyst is O1CCOCC1.C1C=CC(/C=C/C(/C=C/C2C=CC=CC=2)=O)=CC=1.C1C=CC(/C=C/C(/C=C/C2C=CC=CC=2)=O)=CC=1.C1C=CC(/C=C/C(/C=C/C2C=CC=CC=2)=O)=CC=1.[Pd].[Pd].O. The product is [F:1][C:2]1[CH:7]=[C:6]([N:33]2[CH2:34][C:35]([F:37])([F:36])[C:31]([F:38])([F:30])[CH2:32]2)[CH:5]=[CH:4][C:3]=1[N:9]1[CH:14]=[C:13]([O:15][CH3:16])[C:12](=[O:17])[C:11]([C:18]2[N:22]([C:23]3[CH:28]=[CH:27][CH:26]=[CH:25][CH:24]=3)[N:21]=[CH:20][CH:19]=2)=[N:10]1. The yield is 0.730.